This data is from Reaction yield outcomes from USPTO patents with 853,638 reactions. The task is: Predict the reaction yield, written as a fraction of the theoretical maximum amount of product (1.0 means a 100% yield; for example, 0.34 means a 34% yield). (1) The reactants are [CH3:1][C:2]1[CH:11]=[C:10]([N:12]2[CH2:17][CH2:16][NH:15][CH2:14][CH2:13]2)[N:9]=[C:8]2[C:3]=1[C:4](=[O:31])[CH:5]=[C:6]([NH:24][C:25]1[CH:30]=[CH:29][CH:28]=[CH:27][CH:26]=1)[N:7]2[C:18]1[CH:23]=[CH:22][CH:21]=[CH:20][CH:19]=1.[C:32](O)(=[O:35])[CH2:33][CH3:34].CCN=C=NCCCN(C)C.CN1CCOCC1. The catalyst is CN(C1C=CN=CC=1)C.C(Cl)Cl.O. The product is [CH3:1][C:2]1[CH:11]=[C:10]([N:12]2[CH2:17][CH2:16][N:15]([C:32](=[O:35])[CH2:33][CH3:34])[CH2:14][CH2:13]2)[N:9]=[C:8]2[C:3]=1[C:4](=[O:31])[CH:5]=[C:6]([NH:24][C:25]1[CH:30]=[CH:29][CH:28]=[CH:27][CH:26]=1)[N:7]2[C:18]1[CH:23]=[CH:22][CH:21]=[CH:20][CH:19]=1. The yield is 0.370. (2) The reactants are [CH2:1]([Zn]CC)C.IC.C(COC)OC.[CH3:14][O:15][N:16]([CH3:30])[C:17](=[O:29])[CH2:18]/[CH:19]=[CH:20]/[C:21]1[CH:26]=[CH:25][C:24]([O:27][CH3:28])=[CH:23][CH:22]=1. The catalyst is ClCCl.O. The product is [CH3:14][O:15][N:16]([CH3:30])[C:17](=[O:29])[CH2:18][CH:19]1[CH2:1][CH:20]1[C:21]1[CH:22]=[CH:23][C:24]([O:27][CH3:28])=[CH:25][CH:26]=1. The yield is 0.852. (3) The reactants are [N:1]1[CH:6]=[CH:5][CH:4]=[C:3]([N:7]2[CH2:22][CH2:21][CH2:20][C:8]32[CH2:12][N:11](C(OC(C)(C)C)=O)[CH2:10][CH2:9]3)[CH:2]=1.[ClH:23]. The catalyst is ClCCl.Cl. The product is [ClH:23].[ClH:23].[N:1]1[CH:6]=[CH:5][CH:4]=[C:3]([N:7]2[C:8]3([CH2:9][CH2:10][NH:11][CH2:12]3)[CH2:20][CH2:21][CH2:22]2)[CH:2]=1. The yield is 0.720. (4) The reactants are C([O:3][C:4]([CH:6]1[NH:30][CH2:29][C@:28]2([C:31](=[O:34])[CH2:32][OH:33])[C@H:7]1[CH2:8][C@H:9]1[C@H:22]3[C@@:13]([F:26])([C@:14]4([CH3:25])[C:19]([C@@H:20]([F:23])[CH2:21]3)=[CH:18][C:17](=[O:24])[CH:16]=[CH:15]4)[C@@H:12]([OH:27])[CH2:11][C@@:10]12[CH3:35])=[O:5])C.Cl. The catalyst is C1COCC1.O.[Cl-].[Na+].O. The product is [CH2:8]([N:30]1[CH2:29][C:28]2([C:31](=[O:34])[CH2:32][OH:33])[CH:7]([CH2:8][CH:9]3[CH:22]4[C:13]([F:26])([C:14]5([CH3:25])[C:19]([CH:20]([F:23])[CH2:21]4)=[CH:18][C:17](=[O:24])[CH:16]=[CH:15]5)[CH:12]([OH:27])[CH2:11][C:10]32[CH3:35])[CH:6]1[C:4]([OH:3])=[O:5])[C:9]1[CH:22]=[CH:13][CH:12]=[CH:11][CH:10]=1. The yield is 0.150. (5) The reactants are C([O:5][C:6]([C:8]([CH2:22][CH2:23][C:24]1[CH:29]=[CH:28][CH:27]=[CH:26][CH:25]=1)([CH2:16][C:17]([O:19][CH2:20][CH3:21])=[O:18])[C:9]([O:11]C(C)(C)C)=[O:10])=[O:7])(C)(C)C.[SiH](CC)(CC)CC.C(O)(C(F)(F)F)=O. No catalyst specified. The product is [CH2:20]([O:19][C:17]([CH2:16][C:8]([CH2:22][CH2:23][C:24]1[CH:25]=[CH:26][CH:27]=[CH:28][CH:29]=1)([C:9]([OH:11])=[O:10])[C:6]([OH:7])=[O:5])=[O:18])[CH3:21]. The yield is 0.980. (6) The reactants are C(OC([N:8]1[CH2:12][CH:11]([OH:13])[CH:10]([N:14]2[CH2:18][CH2:17][CH2:16][CH2:15]2)[CH2:9]1)=O)(C)(C)C.FC(F)(F)C(O)=O. The product is [N:14]1([C@H:10]2[C@H:11]([OH:13])[CH2:12][NH:8][CH2:9]2)[CH2:15][CH2:16][CH2:17][CH2:18]1. The catalyst is ClCCl. The yield is 0.990. (7) The reactants are F[C:2]1[CH:7]=[CH:6][C:5]([N+:8]([O-:10])=[O:9])=[CH:4][CH:3]=1.C(N(CC)CC)C.[NH:18]1[CH2:23][CH2:22][O:21][CH2:20][CH2:19]1. The catalyst is CC(O)C. The product is [N+:8]([C:5]1[CH:6]=[CH:7][C:2]([N:18]2[CH2:23][CH2:22][O:21][CH2:20][CH2:19]2)=[CH:3][CH:4]=1)([O-:10])=[O:9]. The yield is 0.980.